This data is from Full USPTO retrosynthesis dataset with 1.9M reactions from patents (1976-2016). The task is: Predict the reactants needed to synthesize the given product. (1) Given the product [CH3:37][NH:38][C:21]([C:5]1[C:4]([C:24]2[CH:29]=[CH:28][CH:27]=[C:26]([C:30]([F:32])([F:33])[F:31])[CH:25]=2)=[CH:3][C:2]([CH3:1])=[C:7]([C:8]([N:10]2[CH2:11][CH2:12][CH:13]([N:16]3[CH2:17][CH2:18][CH2:19][CH2:20]3)[CH2:14][CH2:15]2)=[O:9])[N:6]=1)=[O:22], predict the reactants needed to synthesize it. The reactants are: [CH3:1][C:2]1[CH:3]=[C:4]([C:24]2[CH:29]=[CH:28][CH:27]=[C:26]([C:30]([F:33])([F:32])[F:31])[CH:25]=2)[C:5]([C:21](O)=[O:22])=[N:6][C:7]=1[C:8]([N:10]1[CH2:15][CH2:14][CH:13]([N:16]2[CH2:20][CH2:19][CH2:18][CH2:17]2)[CH2:12][CH2:11]1)=[O:9].CN.C[CH2:37][N:38](CC)CC.CN(C(ON1N=NC2C=CC=NC1=2)=[N+](C)C)C.F[P-](F)(F)(F)(F)F. (2) The reactants are: [F:1][C:2]([F:22])([C:15]1[CH:20]=[CH:19][C:18]([F:21])=[CH:17][CH:16]=1)[C:3]([NH:5][C:6]1[CH:14]=[CH:13][CH:12]=[CH:11][C:7]=1[C:8]([NH2:10])=[O:9])=O.Cl[Si](C)(C)C. Given the product [F:1][C:2]([F:22])([C:15]1[CH:20]=[CH:19][C:18]([F:21])=[CH:17][CH:16]=1)[C:3]1[N:10]=[C:8]([OH:9])[C:7]2[C:6](=[CH:14][CH:13]=[CH:12][CH:11]=2)[N:5]=1, predict the reactants needed to synthesize it. (3) The reactants are: [C:1]([O:5][C:6]([N:8]1[C:13]2[CH:14]=[C:15]([Cl:20])[C:16]([O:18][CH3:19])=[CH:17][C:12]=2[O:11][CH:10]([C:21](O)=[O:22])[CH2:9]1)=[O:7])([CH3:4])([CH3:3])[CH3:2].CCN(C(C)C)C(C)C.CCN=C=NCCCN(C)C.C1C=CC2N(O)N=NC=2C=1.[F:54][C:55]([F:71])([C:64]1[CH:69]=[CH:68][C:67]([F:70])=[CH:66][CH:65]=1)[C:56]1([C:62]#[N:63])[CH2:61][CH2:60][NH:59][CH2:58][CH2:57]1. Given the product [C:1]([O:5][C:6]([N:8]1[C:13]2[CH:14]=[C:15]([Cl:20])[C:16]([O:18][CH3:19])=[CH:17][C:12]=2[O:11][CH:10]([C:21]([N:59]2[CH2:60][CH2:61][C:56]([C:62]#[N:63])([C:55]([F:54])([F:71])[C:64]3[CH:69]=[CH:68][C:67]([F:70])=[CH:66][CH:65]=3)[CH2:57][CH2:58]2)=[O:22])[CH2:9]1)=[O:7])([CH3:2])([CH3:3])[CH3:4], predict the reactants needed to synthesize it.